Dataset: Forward reaction prediction with 1.9M reactions from USPTO patents (1976-2016). Task: Predict the product of the given reaction. Given the reactants CN1CCOCC1.[C:8]([O:12][C:13]([N:15]([C:44]([O:46][C:47]([CH3:50])([CH3:49])[CH3:48])=[O:45])[C:16]1[C:17]2[C:18]3[C:19](=[N:30][N:31]([CH2:33][C:34]4[C:39]([CH3:40])=[C:38]([O:41][CH3:42])[C:37]([CH3:43])=[CH:36][N:35]=4)[N:32]=2)[CH:20]=[C:21]([CH2:26][C:27](O)=[O:28])[C:22]=3[CH2:23][S:24][N:25]=1)=[O:14])([CH3:11])([CH3:10])[CH3:9].O1CCCC1.ClC(OCC(C)C)=O, predict the reaction product. The product is: [OH:28][CH2:27][CH2:26][C:21]1[C:22]2[CH2:23][S:24][N:25]=[C:16]([N:15]([C:44]([O:46][C:47]([CH3:50])([CH3:49])[CH3:48])=[O:45])[C:13]([O:12][C:8]([CH3:11])([CH3:9])[CH3:10])=[O:14])[C:17]3=[N:32][N:31]([CH2:33][C:34]4[C:39]([CH3:40])=[C:38]([O:41][CH3:42])[C:37]([CH3:43])=[CH:36][N:35]=4)[N:30]=[C:19]([C:18]=23)[CH:20]=1.